Dataset: Merck oncology drug combination screen with 23,052 pairs across 39 cell lines. Task: Regression. Given two drug SMILES strings and cell line genomic features, predict the synergy score measuring deviation from expected non-interaction effect. (1) Drug 1: CCc1c2c(nc3ccc(O)cc13)-c1cc3c(c(=O)n1C2)COC(=O)C3(O)CC. Drug 2: Cn1cc(-c2cnn3c(N)c(Br)c(C4CCCNC4)nc23)cn1. Cell line: VCAP. Synergy scores: synergy=13.9. (2) Drug 1: N#Cc1ccc(Cn2cncc2CN2CCN(c3cccc(Cl)c3)C(=O)C2)cc1. Drug 2: NC(=O)c1cccc2cn(-c3ccc(C4CCCNC4)cc3)nc12. Cell line: NCIH23. Synergy scores: synergy=0.788. (3) Drug 1: Cc1nc(Nc2ncc(C(=O)Nc3c(C)cccc3Cl)s2)cc(N2CCN(CCO)CC2)n1. Drug 2: COC1=C2CC(C)CC(OC)C(O)C(C)C=C(C)C(OC(N)=O)C(OC)C=CC=C(C)C(=O)NC(=CC1=O)C2=O. Cell line: LOVO. Synergy scores: synergy=28.7. (4) Drug 1: C#Cc1cccc(Nc2ncnc3cc(OCCOC)c(OCCOC)cc23)c1. Drug 2: COC1CC2CCC(C)C(O)(O2)C(=O)C(=O)N2CCCCC2C(=O)OC(C(C)CC2CCC(OP(C)(C)=O)C(OC)C2)CC(=O)C(C)C=C(C)C(O)C(OC)C(=O)C(C)CC(C)C=CC=CC=C1C. Cell line: ES2. Synergy scores: synergy=45.0.